From a dataset of Peptide-MHC class II binding affinity with 134,281 pairs from IEDB. Regression. Given a peptide amino acid sequence and an MHC pseudo amino acid sequence, predict their binding affinity value. This is MHC class II binding data. (1) The peptide sequence is GPRSLTTLLRALGAQ. The MHC is DRB4_0101 with pseudo-sequence DRB4_0103. The binding affinity (normalized) is 0.325. (2) The peptide sequence is GRYKDEKDVTDITVK. The MHC is DRB1_0701 with pseudo-sequence DRB1_0701. The binding affinity (normalized) is 0.158. (3) The peptide sequence is TKVYSTDIFFILEITDNPY. The MHC is DRB1_0302 with pseudo-sequence DRB1_0302. The binding affinity (normalized) is 0.111. (4) The peptide sequence is PKGISRMSMAMGTMA. The MHC is DRB4_0103 with pseudo-sequence DRB4_0103. The binding affinity (normalized) is 0.508.